Dataset: Reaction yield outcomes from USPTO patents with 853,638 reactions. Task: Predict the reaction yield, written as a fraction of the theoretical maximum amount of product (1.0 means a 100% yield; for example, 0.34 means a 34% yield). The reactants are [NH2:1][C:2]1[C:3]([C:7](Cl)=[N:8][OH:9])=[N:4][O:5][N:6]=1.Cl.Cl.[NH2:13][CH2:14][CH2:15][NH:16][S:17]([CH3:20])(=[O:19])=[O:18].C(N(CC)CC)C. The catalyst is C(O)C. The product is [NH2:1][C:2]1[C:3]([C:7](=[N:8][OH:9])[NH:13][CH2:14][CH2:15][NH:16][S:17]([CH3:20])(=[O:19])=[O:18])=[N:4][O:5][N:6]=1. The yield is 1.00.